This data is from Peptide-MHC class I binding affinity with 185,985 pairs from IEDB/IMGT. The task is: Regression. Given a peptide amino acid sequence and an MHC pseudo amino acid sequence, predict their binding affinity value. This is MHC class I binding data. (1) The peptide sequence is FTNRSGSQ. The MHC is HLA-A31:01 with pseudo-sequence HLA-A31:01. The binding affinity (normalized) is 0. (2) The peptide sequence is AAVANGFAA. The MHC is H-2-Db with pseudo-sequence H-2-Db. The binding affinity (normalized) is 0.591. (3) The peptide sequence is MLTNASGHA. The MHC is HLA-A03:01 with pseudo-sequence HLA-A03:01. The binding affinity (normalized) is 0.0847. (4) The peptide sequence is KYFVRSTEK. The MHC is HLA-B35:01 with pseudo-sequence HLA-B35:01. The binding affinity (normalized) is 0.0847. (5) The peptide sequence is FLLLADARV. The MHC is HLA-A02:03 with pseudo-sequence HLA-A02:03. The binding affinity (normalized) is 0.694. (6) The peptide sequence is LSLLPDWFAFK. The MHC is Mamu-A01 with pseudo-sequence Mamu-A01. The binding affinity (normalized) is 0.259. (7) The MHC is HLA-A03:01 with pseudo-sequence HLA-A03:01. The peptide sequence is ATSIYTIER. The binding affinity (normalized) is 0.674. (8) The peptide sequence is FATPAFFLI. The MHC is HLA-B51:01 with pseudo-sequence HLA-B51:01. The binding affinity (normalized) is 0.376.